Dataset: Peptide-MHC class I binding affinity with 185,985 pairs from IEDB/IMGT. Task: Regression. Given a peptide amino acid sequence and an MHC pseudo amino acid sequence, predict their binding affinity value. This is MHC class I binding data. The peptide sequence is RQFPTAFES. The MHC is Mamu-B3901 with pseudo-sequence Mamu-B3901. The binding affinity (normalized) is 0.0889.